This data is from Reaction yield outcomes from USPTO patents with 853,638 reactions. The task is: Predict the reaction yield, written as a fraction of the theoretical maximum amount of product (1.0 means a 100% yield; for example, 0.34 means a 34% yield). The reactants are [NH2:1][N:2]1[C:7]([CH3:8])=[CH:6][N:5]=[C:4]([CH3:9])[C:3]1=[NH2+:10].CC1C=C(C)C=C(C)C=1S([O-])(=O)=O.[OH-].[Na+].[Cl:26][CH2:27][C:28](OC)=O. The catalyst is CCO. The product is [Cl:26][CH2:27][C:28]1[N:10]=[C:3]2[C:4]([CH3:9])=[N:5][CH:6]=[C:7]([CH3:8])[N:2]2[N:1]=1. The yield is 0.363.